Regression/Classification. Given a drug SMILES string, predict its absorption, distribution, metabolism, or excretion properties. Task type varies by dataset: regression for continuous measurements (e.g., permeability, clearance, half-life) or binary classification for categorical outcomes (e.g., BBB penetration, CYP inhibition). Dataset: hlm. From a dataset of Human liver microsome stability data. (1) The drug is CCc1nc2ccc(Cl)cn2c1C(=O)NCc1ccc2ccn(C)c2c1. The result is 1 (stable in human liver microsomes). (2) The compound is CCc1nc(N)nc(N)c1-c1ccc2c(c1)N(CCCOC)C(=O)C(c1ccc(F)cc1)O2. The result is 1 (stable in human liver microsomes).